From a dataset of Full USPTO retrosynthesis dataset with 1.9M reactions from patents (1976-2016). Predict the reactants needed to synthesize the given product. Given the product [OH:44][CH:43]([C:45]1[CH:24]=[CH:25][C:20]2[N:19]=[CH:18][N:17]([C:15]3[S:14][C:13]([C:28]([O:30][CH3:31])=[O:29])=[C:12]([O:11][C@@H:9]([C:4]4[CH:5]=[CH:6][CH:7]=[CH:8][C:3]=4[C:2]([F:33])([F:32])[F:1])[CH3:10])[CH:16]=3)[C:21]=2[CH:22]=1)[CH2:42][OH:38], predict the reactants needed to synthesize it. The reactants are: [F:1][C:2]([F:33])([F:32])[C:3]1[CH:8]=[CH:7][CH:6]=[CH:5][C:4]=1[C@H:9]([O:11][C:12]1[CH:16]=[C:15]([N:17]2[C:21]3[CH:22]=C(C=C)[CH:24]=[CH:25][C:20]=3[N:19]=[CH:18]2)[S:14][C:13]=1[C:28]([O:30][CH3:31])=[O:29])[CH3:10].C[N+]1([O-])CC[O:38]CC1.[CH3:42][C:43]([CH3:45])=[O:44].O.